This data is from Forward reaction prediction with 1.9M reactions from USPTO patents (1976-2016). The task is: Predict the product of the given reaction. (1) Given the reactants C(N(C(C)C)CC)(C)C.[NH2:10][C:11]1[CH:26]=[CH:25][C:24]([Cl:27])=[CH:23][C:12]=1[C:13]([NH:15][CH2:16][CH:17]1[CH2:22][CH2:21][CH2:20][CH2:19][CH2:18]1)=[O:14].[N:28]1[CH:33]=[CH:32][N:31]=[CH:30][C:29]=1[C:34](O)=[O:35].CN(C(ON1N=NC2C=CC=NC1=2)=[N+](C)C)C.F[P-](F)(F)(F)(F)F, predict the reaction product. The product is: [Cl:27][C:24]1[CH:25]=[CH:26][C:11]([NH:10][C:34]([C:29]2[CH:30]=[N:31][CH:32]=[CH:33][N:28]=2)=[O:35])=[C:12]([C:13]([NH:15][CH2:16][CH:17]2[CH2:22][CH2:21][CH2:20][CH2:19][CH2:18]2)=[O:14])[CH:23]=1. (2) Given the reactants [NH2:1][C:2]1[C:16]([C:17]([OH:19])=[O:18])=[C:5]2[N:6]=[C:7]([O:10][CH2:11][CH2:12][N:13]([CH3:15])[CH3:14])[CH:8]=[CH:9][N:4]2[N:3]=1.CCN(CC)CC.CN(C(O[N:35]1[N:43]=[N:42][C:37]2[CH:38]=[CH:39][CH:40]=[CH:41][C:36]1=2)=[N+](C)C)C.[B-](F)(F)(F)F, predict the reaction product. The product is: [NH2:1][C:2]1[C:16]([C:17]([O:19][N:35]2[CH:36]3[CH:41]=[CH:40][CH:39]=[CH:38][CH:37]3[N:42]=[N:43]2)=[O:18])=[C:5]2[N:6]=[C:7]([O:10][CH2:11][CH2:12][N:13]([CH3:15])[CH3:14])[CH:8]=[CH:9][N:4]2[N:3]=1. (3) Given the reactants [OH:1][NH:2][C:3](=[NH:28])[C:4]1[C:14]2[O:13][CH2:12][CH2:11][N:10]([C:15]([O:17][C:18]([CH3:21])([CH3:20])[CH3:19])=[O:16])[CH:9]([CH2:22][CH2:23][C:24]([O:26][CH3:27])=[O:25])[C:8]=2[CH:7]=[CH:6][CH:5]=1.[C:29]([C:31]1[CH:32]=[C:33]([CH:37]=[CH:38][C:39]=1[O:40][CH:41]([CH3:43])[CH3:42])[C:34](Cl)=O)#[N:30].C(N(CC)CC)C, predict the reaction product. The product is: [C:29]([C:31]1[CH:32]=[C:33]([C:34]2[O:1][N:2]=[C:3]([C:4]3[C:14]4[O:13][CH2:12][CH2:11][N:10]([C:15]([O:17][C:18]([CH3:19])([CH3:20])[CH3:21])=[O:16])[CH:9]([CH2:22][CH2:23][C:24]([O:26][CH3:27])=[O:25])[C:8]=4[CH:7]=[CH:6][CH:5]=3)[N:28]=2)[CH:37]=[CH:38][C:39]=1[O:40][CH:41]([CH3:42])[CH3:43])#[N:30]. (4) Given the reactants Cl.[CH3:2][O:3][C:4](=[O:13])[CH2:5][CH2:6][CH2:7][CH2:8][CH2:9][CH2:10][CH2:11][NH2:12].C(N(CC)CC)C.[C:21]([N:29]=[C:30]=[O:31])(=[O:28])[C:22]1[CH:27]=[CH:26][CH:25]=[CH:24][CH:23]=1, predict the reaction product. The product is: [CH3:2][O:3][C:4](=[O:13])[CH2:5][CH2:6][CH2:7][CH2:8][CH2:9][CH2:10][CH2:11][NH:12][C:30]([NH:29][C:21](=[O:28])[C:22]1[CH:23]=[CH:24][CH:25]=[CH:26][CH:27]=1)=[O:31]. (5) The product is: [O:1]1[C:9]2[CH:8]=[CH:7][CH:6]=[CH:5][C:4]=2[CH:3]([O:10][C:15]2[CH:20]=[CH:19][C:18]([CH2:21][CH2:22][C:23]([O:25][CH3:26])=[O:24])=[CH:17][CH:16]=2)[CH2:2]1. Given the reactants [O:1]1[C:9]2[C:4](=[CH:5][CH:6]=[CH:7][CH:8]=2)[C:3](=[O:10])[CH2:2]1.[BH4-].[Na+].Cl.O[C:15]1[CH:20]=[CH:19][C:18]([CH2:21][CH2:22][C:23]([O:25][CH3:26])=[O:24])=[CH:17][CH:16]=1.C1(P(C2C=CC=CC=2)C2C=CC=CC=2)C=CC=CC=1.N(C(OCC)=O)=NC(OCC)=O, predict the reaction product.